This data is from Forward reaction prediction with 1.9M reactions from USPTO patents (1976-2016). The task is: Predict the product of the given reaction. (1) Given the reactants [NH:1]1[CH2:6][CH2:5][C:4]2([C:14]3[C:9](=[CH:10][CH:11]=[CH:12][CH:13]=3)[CH2:8][CH2:7]2)[CH2:3][CH2:2]1.C([O-])([O-])=O.[Cs+].[Cs+].[CH2:21]([O:23][C:24](=[O:46])[CH2:25][CH:26]([C:30]1[CH:35]=[CH:34][C:33]([O:36][CH2:37][C:38]2[CH:43]=[CH:42][C:41]([CH2:44]Br)=[CH:40][CH:39]=2)=[CH:32][CH:31]=1)[C:27]#[C:28][CH3:29])[CH3:22], predict the reaction product. The product is: [N:1]1([CH2:44][C:41]2[CH:40]=[CH:39][C:38]([CH2:37][O:36][C:33]3[CH:34]=[CH:35][C:30]([C@@H:26]([C:27]#[C:28][CH3:29])[CH2:25][C:24]([O:23][CH2:21][CH3:22])=[O:46])=[CH:31][CH:32]=3)=[CH:43][CH:42]=2)[CH2:6][CH2:5][C:4]2([C:14]3[C:9](=[CH:10][CH:11]=[CH:12][CH:13]=3)[CH2:8][CH2:7]2)[CH2:3][CH2:2]1. (2) Given the reactants [CH2:1]([O:4][C:5]1[CH:10]=[CH:9][C:8]([CH2:11][C@H:12]([NH:16][C:17]([O:19][C:20]([CH3:23])([CH3:22])[CH3:21])=[O:18])[C:13](O)=[O:14])=[CH:7][CH:6]=1)[CH:2]=[CH2:3].CC[N:26](C(C)C)C(C)C.ClC(OCC)=O.N, predict the reaction product. The product is: [C:20]([O:19][C:17](=[O:18])[NH:16][C@@H:12]([CH2:11][C:8]1[CH:9]=[CH:10][C:5]([O:4][CH2:1][CH:2]=[CH2:3])=[CH:6][CH:7]=1)[C:13]([NH2:26])=[O:14])([CH3:23])([CH3:22])[CH3:21]. (3) Given the reactants [N+:1]([C:4]1[CH:12]=[CH:11][CH:10]=[C:9]([N+:13]([O-:15])=[O:14])[C:5]=1[C:6](Cl)=[O:7])([O-:3])=[O:2].[Cl:16][C:17]1[CH:18]=[C:19]([CH:25]=[CH:26][CH:27]=1)[CH2:20][S:21][CH2:22][CH2:23][NH2:24], predict the reaction product. The product is: [Cl:16][C:17]1[CH:18]=[C:19]([CH:25]=[CH:26][CH:27]=1)[CH2:20][S:21][CH2:22][CH2:23][NH:24][C:6](=[O:7])[C:5]1[C:4]([N+:1]([O-:3])=[O:2])=[CH:12][CH:11]=[CH:10][C:9]=1[N+:13]([O-:15])=[O:14]. (4) Given the reactants [Cl:1][C:2]1[CH:3]=[C:4]2[C:8](=[CH:9][CH:10]=1)[NH:7][C:6]([C:11]([OH:13])=O)=[CH:5]2.C(Cl)CCl.C1C=CC2N(O)N=NC=2C=1.Cl.[CH3:29][NH:30][O:31][CH3:32].CCN(C(C)C)C(C)C.C(=O)(O)[O-].[Na+], predict the reaction product. The product is: [Cl:1][C:2]1[CH:3]=[C:4]2[C:8](=[CH:9][CH:10]=1)[NH:7][C:6]([C:11]([N:30]([O:31][CH3:32])[CH3:29])=[O:13])=[CH:5]2.